This data is from Catalyst prediction with 721,799 reactions and 888 catalyst types from USPTO. The task is: Predict which catalyst facilitates the given reaction. (1) The catalyst class is: 12. Reactant: [OH:1][NH:2][C:3]([C:5]1[CH:13]=[CH:12][C:11]2[NH:10][C:9]3[CH:14]([CH2:17][C:18]([O:20][CH3:21])=[O:19])[CH2:15][CH2:16][C:8]=3[C:7]=2[CH:6]=1)=[NH:4].[C:22]([C:24]1[CH:25]=[C:26]([CH:30]=[C:31]([O:33][C:34]([F:37])([F:36])[F:35])[CH:32]=1)[C:27](Cl)=O)#[N:23].C(N(CC)CC)C. Product: [C:22]([C:24]1[CH:25]=[C:26]([C:27]2[O:1][N:2]=[C:3]([C:5]3[CH:13]=[CH:12][C:11]4[NH:10][C:9]5[CH:14]([CH2:17][C:18]([O:20][CH3:21])=[O:19])[CH2:15][CH2:16][C:8]=5[C:7]=4[CH:6]=3)[N:4]=2)[CH:30]=[C:31]([O:33][C:34]([F:35])([F:36])[F:37])[CH:32]=1)#[N:23]. (2) Reactant: [N+:1]([C:4]1[CH:9]=[CH:8][C:7](F)=[CH:6][CH:5]=1)([O-:3])=[O:2].[NH2:11][C:12]1[CH:17]=[CH:16][C:15]([CH3:18])=[CH:14][CH:13]=1.[O-2].[Mg+2]. Product: [N+:1]([C:4]1[CH:9]=[CH:8][C:7]([NH:11][C:12]2[CH:17]=[CH:16][C:15]([CH3:18])=[CH:14][CH:13]=2)=[CH:6][CH:5]=1)([O-:3])=[O:2]. The catalyst class is: 6. (3) Reactant: C(Cl)(=O)C(Cl)=O.CS(C)=O.[OH:11][CH2:12][C@@H:13]1[CH2:17][C:16](=[O:18])[CH2:15][C@H:14]1[C:19]1[CH:24]=[CH:23][CH:22]=[CH:21][CH:20]=1.CCN(C(C)C)C(C)C.Cl. Product: [O:18]=[C:16]1[CH2:17][C@@H:13]([CH:12]=[O:11])[C@H:14]([C:19]2[CH:24]=[CH:23][CH:22]=[CH:21][CH:20]=2)[CH2:15]1. The catalyst class is: 2. (4) Reactant: [N:1]1[C:2]([C:10]2[CH:15]=[CH:14][C:13]([C:16]3[CH:17]=[C:18]4[C:23](=[CH:24][CH:25]=3)[CH:22]=[C:21]([OH:26])[CH:20]=[CH:19]4)=[CH:12][CH:11]=2)=[CH:3][N:4]2[CH:9]=[CH:8][CH:7]=[CH:6][C:5]=12.N1C=CC=CC=1.[F:33][C:34]([F:47])([F:46])[S:35](O[S:35]([C:34]([F:47])([F:46])[F:33])(=[O:37])=[O:36])(=[O:37])=[O:36].Cl. Product: [F:33][C:34]([F:47])([F:46])[S:35]([O:26][C:21]1[CH:20]=[CH:19][C:18]2[C:23](=[CH:24][CH:25]=[C:16]([C:13]3[CH:12]=[CH:11][C:10]([C:2]4[N:1]=[C:5]5[CH:6]=[CH:7][CH:8]=[CH:9][N:4]5[CH:3]=4)=[CH:15][CH:14]=3)[CH:17]=2)[CH:22]=1)(=[O:37])=[O:36]. The catalyst class is: 4. (5) Reactant: [Br:1][C:2]1[C:7](=[O:8])[N:6]([CH:9]2[CH2:12][CH2:11][CH:10]2CC(O)=O)[N:5]=[CH:4][C:3]=1[NH:17][C@@H:18]1[CH2:23][C@@H:22]2[CH2:24][C@@H:20]([C:21]2([CH3:26])[CH3:25])[C@H:19]1[CH3:27].Cl.CN(C)CCCN=C=NCC.C(N(CC)CC)C.[N:47]1[CH:52]=[CH:51][C:50]([CH2:53][NH2:54])=[CH:49][CH:48]=1.CN(C)[CH:57]=[O:58]. Product: [Br:1][C:2]1[C:7](=[O:8])[N:6]([C:9]2([C:57]([NH:54][CH2:53][C:50]3[CH:51]=[CH:52][N:47]=[CH:48][CH:49]=3)=[O:58])[CH2:12][CH2:11][CH2:10]2)[N:5]=[CH:4][C:3]=1[NH:17][C@@H:18]1[CH2:23][C@@H:22]2[CH2:24][C@@H:20]([C:21]2([CH3:25])[CH3:26])[C@H:19]1[CH3:27]. The catalyst class is: 13. (6) Reactant: C(OC(=O)[NH:7][C@H:8]([C:18]1[C:23]([C:24]2[CH:25]=[C:26]3[C:30](=[CH:31][CH:32]=2)[CH2:29][NH:28][C:27]3=[O:33])=[CH:22][CH:21]=[C:20]([C:34]#[C:35][C:36]2[CH:37]=[N:38][CH:39]=[N:40][CH:41]=2)[N:19]=1)[CH2:9][C:10]1[CH:15]=[C:14]([F:16])[CH:13]=[C:12]([F:17])[CH:11]=1)(C)(C)C.[ClH:43]. Product: [ClH:43].[NH2:7][C@H:8]([C:18]1[C:23]([C:24]2[CH:25]=[C:26]3[C:30]([CH2:29][NH:28][C:27]3=[O:33])=[CH:31][CH:32]=2)=[CH:22][CH:21]=[C:20]([C:34]#[C:35][C:36]2[CH:37]=[N:38][CH:39]=[N:40][CH:41]=2)[N:19]=1)[CH2:9][C:10]1[CH:15]=[C:14]([F:16])[CH:13]=[C:12]([F:17])[CH:11]=1. The catalyst class is: 12. (7) Reactant: [CH3:1][C@H:2]([C:15]([OH:17])=[O:16])[C:3]1[CH:4]=[CH:5][C:6]2[CH:7]=[C:8]([O:13][CH3:14])[CH:9]=[CH:10][C:11]=2[CH:12]=1.C(Cl)(=O)C(Cl)=O.CN(C=O)C.[CH2:29]1[O:35][CH2:34][C@@H:32]([OH:33])[C@H:30]1O. Product: [CH3:14][O:13][C:8]1[CH:7]=[C:6]2[C:11](=[CH:10][CH:9]=1)[CH:12]=[C:3]([C@H:2]([CH3:1])[C:15]([O:17][CH:30]1[CH:32]([OH:33])[CH2:34][O:35][CH2:29]1)=[O:16])[CH:4]=[CH:5]2. The catalyst class is: 754. (8) Reactant: [NH2:1][C:2]1[CH:28]=[CH:27][C:5]([O:6][C:7]2[CH:12]=[CH:11][C:10]([CH2:13][C:14]([O:16][CH3:17])=[O:15])=[CH:9][C:8]=2[CH2:18][NH:19][C:20]([O:22][C:23]([CH3:26])([CH3:25])[CH3:24])=[O:21])=[CH:4][CH:3]=1.[Cl:29][C:30]1[CH:31]=[C:32]([CH:36]=[CH:37][C:38]=1[Cl:39])[C:33](Cl)=[O:34].C(N(CC)C(C)C)(C)C. Product: [C:23]([O:22][C:20]([NH:19][CH2:18][C:8]1[CH:9]=[C:10]([CH2:13][C:14]([O:16][CH3:17])=[O:15])[CH:11]=[CH:12][C:7]=1[O:6][C:5]1[CH:4]=[CH:3][C:2]([NH:1][C:33](=[O:34])[C:32]2[CH:36]=[CH:37][C:38]([Cl:39])=[C:30]([Cl:29])[CH:31]=2)=[CH:28][CH:27]=1)=[O:21])([CH3:24])([CH3:25])[CH3:26]. The catalyst class is: 34. (9) Reactant: COC(=O)[CH2:4][NH:5][C:6](=[O:37])[C:7]1[CH:12]=[C:11]([Cl:13])[C:10]([O:14][C:15]2[CH:20]=[CH:19][N:18]=[CH:17][C:16]=2[C:21]([N:23]2[C:32]3[C:27](=[CH:28][CH:29]=[CH:30][CH:31]=3)[N:26]([CH:33]3[CH2:35][CH2:34]3)[CH2:25][CH2:24]2)=[O:22])=[CH:9][C:8]=1[Cl:36].F[P-](F)(F)(F)(F)F.N1(OC(N(C)C)=[N+](C)C)C2N=CC=CC=2N=N1.C(N(CC)C(C)C)(C)C.NC1[NH:77][N:76]=[N:75][N:74]=1. Product: [Cl:36][C:8]1[CH:9]=[C:10]([O:14][C:15]2[CH:20]=[CH:19][N:18]=[CH:17][C:16]=2[C:21]([N:23]2[C:32]3[C:27](=[CH:28][CH:29]=[CH:30][CH:31]=3)[N:26]([CH:33]3[CH2:35][CH2:34]3)[CH2:25][CH2:24]2)=[O:22])[C:11]([Cl:13])=[CH:12][C:7]=1[C:6]([NH:5][C:4]1[NH:77][N:76]=[N:75][N:74]=1)=[O:37]. The catalyst class is: 9.